From a dataset of Forward reaction prediction with 1.9M reactions from USPTO patents (1976-2016). Predict the product of the given reaction. (1) Given the reactants [CH2:1]([O:3][C:4](=[O:16])[CH2:5][N:6]1[C:14]2[C:9](=[CH:10][CH:11]=[C:12]([OH:15])[CH:13]=2)[CH:8]=[CH:7]1)[CH3:2].[CH3:17][N:18]1[C:22]([CH2:23][CH2:24]O)=[CH:21][C:20]([C:26]2[CH:31]=[CH:30][C:29]([C:32]([F:35])([F:34])[F:33])=[CH:28][CH:27]=2)=[N:19]1.N(C(OC(C)(C)C)=O)=NC(OC(C)(C)C)=O.C1(P(C2C=CC=CC=2)C2C=CC=CC=2)C=CC=CC=1, predict the reaction product. The product is: [CH2:1]([O:3][C:4](=[O:16])[CH2:5][N:6]1[C:14]2[C:9](=[CH:10][CH:11]=[C:12]([O:15][CH2:24][CH2:23][C:22]3[N:18]([CH3:17])[N:19]=[C:20]([C:26]4[CH:31]=[CH:30][C:29]([C:32]([F:35])([F:34])[F:33])=[CH:28][CH:27]=4)[CH:21]=3)[CH:13]=2)[CH:8]=[CH:7]1)[CH3:2]. (2) Given the reactants [Br:1][C:2]1[CH:3]=[CH:4][C:5]([CH2:8][C:9]([OH:11])=O)=[N:6][CH:7]=1.[NH2:12][C:13]1[CH:18]=[C:17]([C:19]([C:21]2[C:25]3[CH:26]=[N:27][CH:28]=[CH:29][C:24]=3[N:23]([CH:30]([CH3:32])[CH3:31])[CH:22]=2)=[O:20])[CH:16]=[CH:15][N:14]=1.CCCP(=O)=O.C(N(CC)CC)C, predict the reaction product. The product is: [Br:1][C:2]1[CH:3]=[CH:4][C:5]([CH2:8][C:9]([NH:12][C:13]2[CH:18]=[C:17]([C:19]([C:21]3[C:25]4[CH:26]=[N:27][CH:28]=[CH:29][C:24]=4[N:23]([CH:30]([CH3:32])[CH3:31])[CH:22]=3)=[O:20])[CH:16]=[CH:15][N:14]=2)=[O:11])=[N:6][CH:7]=1. (3) Given the reactants Cl.[CH3:2][O:3][C:4](=[O:11])[C@@H:5]([CH2:7][CH:8]([CH3:10])[CH3:9])[NH2:6].[O-]S([O-])(=O)=O.[Mg+2].[F:18][C:19]1[CH:26]=[CH:25][C:22]([CH:23]=O)=[CH:21][CH:20]=1.[BH4-].[Na+], predict the reaction product. The product is: [F:18][C:19]1[CH:26]=[CH:25][C:22]([CH2:23][NH:6][C@H:5]([CH2:7][CH:8]([CH3:10])[CH3:9])[C:4]([O:3][CH3:2])=[O:11])=[CH:21][CH:20]=1.